From a dataset of Full USPTO retrosynthesis dataset with 1.9M reactions from patents (1976-2016). Predict the reactants needed to synthesize the given product. (1) Given the product [CH2:1]([CH:8]1[C:16]2[C:11](=[CH:12][CH:13]=[C:14]([OH:17])[CH:15]=2)[C:10](=[O:19])[NH:9]1)[C:2]1[CH:3]=[CH:4][CH:5]=[CH:6][CH:7]=1, predict the reactants needed to synthesize it. The reactants are: [CH2:1]([CH:8]1[C:16]2[C:11](=[CH:12][CH:13]=[C:14]([O:17]C)[CH:15]=2)[C:10](=[O:19])[N:9]1C(OC(C)(C)C)=O)[C:2]1[CH:7]=[CH:6][CH:5]=[CH:4][CH:3]=1.B(Br)(Br)Br.N#N. (2) Given the product [C:14]([O:13][C:11]([NH:1][C@@H:2]1[CH2:7][CH2:6][C@H:5]([C:8]([OH:10])=[O:9])[CH2:4][CH2:3]1)=[O:12])([CH3:17])([CH3:16])[CH3:15], predict the reactants needed to synthesize it. The reactants are: [NH2:1][C@@H:2]1[CH2:7][CH2:6][C@H:5]([C:8]([OH:10])=[O:9])[CH2:4][CH2:3]1.[C:11](O[C:11]([O:13][C:14]([CH3:17])([CH3:16])[CH3:15])=[O:12])([O:13][C:14]([CH3:17])([CH3:16])[CH3:15])=[O:12]. (3) Given the product [CH2:3]1[CH:7]([CH2:8][CH2:9][CH2:10][CH2:11][C:12]([OH:14])=[O:13])[S:6][S:5][CH2:4]1, predict the reactants needed to synthesize it. The reactants are: [OH-].[Na+].[CH2:3]1[C@@H:7]([CH2:8][CH2:9][CH2:10][CH2:11][C:12]([OH:14])=[O:13])[S:6][S:5][CH2:4]1.